This data is from Reaction yield outcomes from USPTO patents with 853,638 reactions. The task is: Predict the reaction yield, written as a fraction of the theoretical maximum amount of product (1.0 means a 100% yield; for example, 0.34 means a 34% yield). (1) The reactants are [OH:1][C:2]1[CH:7]=[C:6]([CH3:8])[C:5]([C:9]2[CH:14]=[CH:13][CH:12]=[C:11]([CH:15]=[O:16])[CH:10]=2)=[C:4]([CH3:17])[CH:3]=1.CC1C=CC(S(O[CH2:29][CH2:30][CH2:31][S:32]([CH3:35])(=[O:34])=[O:33])(=O)=O)=CC=1.C(=O)([O-])[O-].[K+].[K+].O. The catalyst is CN(C)C=O. The product is [CH3:8][C:6]1[CH:7]=[C:2]([O:1][CH2:29][CH2:30][CH2:31][S:32]([CH3:35])(=[O:34])=[O:33])[CH:3]=[C:4]([CH3:17])[C:5]=1[C:9]1[CH:14]=[CH:13][CH:12]=[C:11]([CH:15]=[O:16])[CH:10]=1. The yield is 0.770. (2) The reactants are [O:1]1[C:5]2[CH:6]=[CH:7][C:8]([C:10]3([C:13]([OH:15])=O)[CH2:12][CH2:11]3)=[CH:9][C:4]=2[O:3][CH2:2]1.S(Cl)(Cl)=O.C(N(CC)CC)C.[NH2:27][C:28]1[S:29][C:30]([C:33]([C:35]2[CH:40]=[CH:39][CH:38]=[CH:37][C:36]=2[Cl:41])=[O:34])=[CH:31][N:32]=1. The catalyst is O1CCOCC1.CN(C)C=O. The product is [Cl:41][C:36]1[CH:37]=[CH:38][CH:39]=[CH:40][C:35]=1[C:33]([C:30]1[S:29][C:28]([NH:27][C:13]([C:10]2([C:8]3[CH:7]=[CH:6][C:5]4[O:1][CH2:2][O:3][C:4]=4[CH:9]=3)[CH2:11][CH2:12]2)=[O:15])=[N:32][CH:31]=1)=[O:34]. The yield is 0.564. (3) The reactants are Br[C:2]1[CH:3]=[C:4]2[C:8](=[C:9]([C:11]([O:13][CH3:14])=[O:12])[CH:10]=1)[N:7]([CH2:15][CH:16]([O:19][CH3:20])[O:17][CH3:18])[N:6]=[CH:5]2.[C:21](=O)([O-])[O-].[K+].[K+].CB1OB(C)OB(C)O1.C(OCC)(=O)C. The catalyst is CN(C=O)C.C1C=CC([P]([Pd]([P](C2C=CC=CC=2)(C2C=CC=CC=2)C2C=CC=CC=2)([P](C2C=CC=CC=2)(C2C=CC=CC=2)C2C=CC=CC=2)[P](C2C=CC=CC=2)(C2C=CC=CC=2)C2C=CC=CC=2)(C2C=CC=CC=2)C2C=CC=CC=2)=CC=1. The product is [CH3:18][O:17][CH:16]([O:19][CH3:20])[CH2:15][N:7]1[C:8]2[C:4](=[CH:3][C:2]([CH3:21])=[CH:10][C:9]=2[C:11]([O:13][CH3:14])=[O:12])[CH:5]=[N:6]1. The yield is 0.510. (4) The reactants are C(O[O:5][C:6]1[CH:11]=[CH:10][C:9]([Br:12])=[C:8](CC)[C:7]=1[CH:15]=[O:16])(=O)C.[Li+].[OH-:18].[CH2:19]1[CH2:23][O:22]CC1. The catalyst is O. The product is [Br:12][C:9]1[CH:10]=[CH:11][C:6]([O:5][CH2:19][C:23]([OH:18])=[O:22])=[C:7]([CH:15]=[O:16])[CH:8]=1. The yield is 0.940. (5) The reactants are [CH2:1]([O:3][C:4](=[O:18])[C:5]1[C:10]([N+:11]([O-:13])=[O:12])=[CH:9][CH:8]=[C:7]([CH3:14])[C:6]=1[N+:15]([O-:17])=[O:16])[CH3:2].CO[CH:21]([N:24]([CH3:26])[CH3:25])OC. The catalyst is CN(C=O)C. The product is [CH2:1]([O:3][C:4](=[O:18])[C:5]1[C:10]([N+:11]([O-:13])=[O:12])=[CH:9][CH:8]=[C:7]([CH:14]=[CH:21][N:24]([CH3:26])[CH3:25])[C:6]=1[N+:15]([O-:17])=[O:16])[CH3:2]. The yield is 0.580. (6) The reactants are C1(P(C2C=CC=CC=2)C2C=CC=CC=2)C=CC=CC=1.[C:20]([Cl:24])(Cl)(Cl)Cl.[C:25]1([C@@:31]2(CO)[CH2:33][C@H:32]2[CH2:34][O:35][CH2:36][C:37]2[CH:42]=[CH:41][CH:40]=[CH:39][CH:38]=2)[CH:30]=[CH:29][CH:28]=[CH:27][CH:26]=1. The catalyst is C(Cl)Cl. The product is [Cl:24][CH2:20][C@:31]1([C:25]2[CH:26]=[CH:27][CH:28]=[CH:29][CH:30]=2)[CH2:33][C@H:32]1[CH2:34][O:35][CH2:36][C:37]1[CH:38]=[CH:39][CH:40]=[CH:41][CH:42]=1. The yield is 1.00. (7) The reactants are [F:1][C:2]1[CH:7]=[CH:6][C:5]([P:8](Cl)(Cl)=[O:9])=[CH:4][CH:3]=1.[CH:12]([Mg]Br)=[CH2:13].[Cl-].[NH4+].[CH2:18]1COC[CH2:19]1. No catalyst specified. The product is [F:1][C:2]1[CH:7]=[CH:6][C:5]([P:8](=[O:9])([CH:12]=[CH2:13])[CH:18]=[CH2:19])=[CH:4][CH:3]=1. The yield is 0.830. (8) The yield is 0.840. The catalyst is C(O)C.[C].[Pd]. The reactants are Cl.Cl[C:3]1[NH:4][C:5]([C:13]2[CH:18]=[CH:17][CH:16]=[CH:15][N:14]=2)=[CH:6][C:7]=1[C:8]([O:10][CH2:11][CH3:12])=[O:9]. The product is [N:14]1[CH:15]=[CH:16][CH:17]=[CH:18][C:13]=1[C:5]1[NH:4][CH:3]=[C:7]([C:8]([O:10][CH2:11][CH3:12])=[O:9])[CH:6]=1. (9) The reactants are [C:1]1([N:7]2[C:12](=[O:13])[C:11]3[S:14][CH:15]=[C:16]([C:17]4[CH:22]=[CH:21][CH:20]=[CH:19][CH:18]=4)[C:10]=3[N:9]=[CH:8]2)[CH:6]=[CH:5][CH:4]=[CH:3][CH:2]=1.NC1C(C2C=CC=CC=2)=CSC=1C(OC)=O.C(OCC)(OCC)OCC.[Br:49]C1C=CC(N)=CC=1. The catalyst is C(O)(=O)C. The product is [Br:49][C:4]1[CH:5]=[CH:6][C:1]([N:7]2[C:12](=[O:13])[C:11]3[S:14][CH:15]=[C:16]([C:17]4[CH:18]=[CH:19][CH:20]=[CH:21][CH:22]=4)[C:10]=3[N:9]=[CH:8]2)=[CH:2][CH:3]=1. The yield is 0.0400.